Dataset: Full USPTO retrosynthesis dataset with 1.9M reactions from patents (1976-2016). Task: Predict the reactants needed to synthesize the given product. (1) The reactants are: [Br:1][C:2]1[CH:6]=[N:5][N:4]([CH3:7])[C:3]=1[C:8]1[CH:9]=[C:10]([NH2:16])[CH:11]=[CH:12][C:13]=1[O:14][CH3:15].[Cl:17][C:18]1[CH:23]=[CH:22][C:21]([N:24]=[C:25]=[O:26])=[CH:20][C:19]=1[C:27]([F:30])([F:29])[F:28]. Given the product [Br:1][C:2]1[CH:6]=[N:5][N:4]([CH3:7])[C:3]=1[C:8]1[CH:9]=[C:10]([NH:16][C:25]([NH:24][C:21]2[CH:22]=[CH:23][C:18]([Cl:17])=[C:19]([C:27]([F:29])([F:28])[F:30])[CH:20]=2)=[O:26])[CH:11]=[CH:12][C:13]=1[O:14][CH3:15], predict the reactants needed to synthesize it. (2) Given the product [CH:1]1([N:4]2[C:9](=[O:10])[C:8]3[C:11]([O:18][S:40]([C:43]4[CH:49]=[CH:48][C:46]([CH3:47])=[CH:45][CH:44]=4)(=[O:42])=[O:41])=[C:12]([CH3:17])[C:13](=[O:16])[N:14]([CH3:15])[C:7]=3[N:6]([C:19]3[CH:24]=[CH:23][C:22]([I:25])=[CH:21][C:20]=3[F:26])[C:5]2=[O:27])[CH2:3][CH2:2]1, predict the reactants needed to synthesize it. The reactants are: [CH:1]1([N:4]2[C:9](=[O:10])[C:8]3[C:11]([OH:18])=[C:12]([CH3:17])[C:13](=[O:16])[N:14]([CH3:15])[C:7]=3[N:6]([C:19]3[CH:24]=[CH:23][C:22]([I:25])=[CH:21][C:20]=3[F:26])[C:5]2=[O:27])[CH2:3][CH2:2]1.C(N(CC)CC)C.Cl.CN(C)C.[S:40](Cl)([C:43]1[CH:49]=[CH:48][C:46]([CH3:47])=[CH:45][CH:44]=1)(=[O:42])=[O:41]. (3) Given the product [C:44]([Si:41]([CH3:43])([CH3:42])[O:40][CH2:39][CH2:38][O:29][C:25]1[C:26]([CH3:28])=[CH:27][C:22]([C:12]2[N:11]([C:8]3[CH:9]=[CH:10][C:5]([CH:1]([CH2:3][CH3:4])[CH3:2])=[CH:6][CH:7]=3)[C:16](=[O:17])[C:15]3[CH:18]=[N:19][CH:20]=[CH:21][C:14]=3[N:13]=2)=[CH:23][C:24]=1[CH3:30])([CH3:47])([CH3:46])[CH3:45], predict the reactants needed to synthesize it. The reactants are: [CH:1]([C:5]1[CH:10]=[CH:9][C:8]([N:11]2[C:16](=[O:17])[C:15]3[CH:18]=[N:19][CH:20]=[CH:21][C:14]=3[N:13]=[C:12]2[C:22]2[CH:27]=[C:26]([CH3:28])[C:25]([OH:29])=[C:24]([CH3:30])[CH:23]=2)=[CH:7][CH:6]=1)([CH2:3][CH3:4])[CH3:2].C(=O)([O-])[O-].[Cs+].[Cs+].Br[CH2:38][CH2:39][O:40][Si:41]([C:44]([CH3:47])([CH3:46])[CH3:45])([CH3:43])[CH3:42].